Dataset: Reaction yield outcomes from USPTO patents with 853,638 reactions. Task: Predict the reaction yield, written as a fraction of the theoretical maximum amount of product (1.0 means a 100% yield; for example, 0.34 means a 34% yield). (1) The reactants are [OH-:1].[K+].[S:3]1[CH2:8][CH2:7][CH:6]([OH:9])[CH2:5][S:4]1.[CH2:10](Br)[C:11]#[CH:12]. The catalyst is S([O-])(O)(=O)=O.C([N+](CCCC)(CCCC)CCCC)CCC.CC1CCCO1. The product is [CH2:10]([O:9][CH:6]1[CH2:5][S:4][S:3][CH2:8][CH:7]1[OH:1])[C:11]#[CH:12]. The yield is 0.420. (2) The reactants are [OH:1][C:2]1[C:11]2[C:6](=[CH:7][CH:8]=[CH:9][CH:10]=2)[N:5]=[CH:4][C:3]=1[C:12]([OH:14])=O.CN(C(ON1N=NC2C=CC=NC1=2)=[N+](C)C)C.F[P-](F)(F)(F)(F)F.CCN(C(C)C)C(C)C.[NH2:48][C:49]1[CH:54]=[CH:53][CH:52]=[CH:51][CH:50]=1. The catalyst is CN(C=O)C. The product is [O:1]=[C:2]1[C:11]2[C:6](=[CH:7][CH:8]=[CH:9][CH:10]=2)[NH:5][CH:4]=[C:3]1[C:12]([NH:48][C:49]1[CH:54]=[CH:53][CH:52]=[CH:51][CH:50]=1)=[O:14]. The yield is 0.450. (3) The reactants are [C:1]([C@@:18]1(C(O)=O)[CH2:22][C@@H:21]([NH2:23])[CH2:20][N:19]1[C:24]([O:26][C:27]([CH3:30])([CH3:29])[CH3:28])=[O:25])([O:3]CC1C2C(=CC=CC=2)C2C1=CC=CC=2)=[O:2]. The catalyst is C(#N)C.N1CCCC1. The product is [NH2:23][CH:21]1[CH2:20][N:19]([C:24]([O:26][C:27]([CH3:28])([CH3:29])[CH3:30])=[O:25])[CH:18]([C:1]([OH:3])=[O:2])[CH2:22]1. The yield is 0.400.